Dataset: Reaction yield outcomes from USPTO patents with 853,638 reactions. Task: Predict the reaction yield, written as a fraction of the theoretical maximum amount of product (1.0 means a 100% yield; for example, 0.34 means a 34% yield). (1) The reactants are [CH2:1]([O:3][C:4](=[O:15])[CH:5]([CH2:11][CH:12]([CH3:14])[CH3:13])[C:6]([O:8][CH2:9][CH3:10])=[O:7])[CH3:2].[H-].[Na+].[F:18][C:19]1[CH:24]=[C:23]([N+:25]([O-:27])=[O:26])[C:22]([F:28])=[CH:21][C:20]=1F. The catalyst is CN(C=O)C. The product is [CH2:1]([O:3][C:4](=[O:15])[C:5]([C:20]1[CH:21]=[C:22]([F:28])[C:23]([N+:25]([O-:27])=[O:26])=[CH:24][C:19]=1[F:18])([CH2:11][CH:12]([CH3:13])[CH3:14])[C:6]([O:8][CH2:9][CH3:10])=[O:7])[CH3:2]. The yield is 0.900. (2) The reactants are [C:1]([C:3]1[CH:7]=[C:6]([OH:8])[N:5]([C:9]2[CH:14]=[CH:13][CH:12]=[CH:11][CH:10]=2)[N:4]=1)#[N:2].[OH-].[Na+].[CH2:17]=O.[C:19]1([CH3:28])[CH:24]=[CH:23][C:22]([S:25]([O-:27])=[O:26])=[CH:21][CH:20]=1.[Na+].Cl. The catalyst is O. The product is [C:1]([C:3]1[C:7]([CH2:17][S:25]([C:22]2[CH:23]=[CH:24][C:19]([CH3:28])=[CH:20][CH:21]=2)(=[O:27])=[O:26])=[C:6]([OH:8])[N:5]([C:9]2[CH:10]=[CH:11][CH:12]=[CH:13][CH:14]=2)[N:4]=1)#[N:2]. The yield is 0.857. (3) The reactants are [C:1]([C:3]1[C:8]2[S:9][CH:10]=[CH:11][C:7]=2[C:6]([NH:12][C@H:13]([C@@H:17]([OH:19])[CH3:18])[C:14]([OH:16])=O)=[CH:5][CH:4]=1)#[N:2].[C:20]([C:22]1[CH:31]=[CH:30][C:25]([C:26]([NH:28][NH2:29])=[O:27])=[CH:24][CH:23]=1)#[N:21].C1C=CC2N(O)N=NC=2C=1.C(Cl)CCl.CCN(CC)CC. The catalyst is C1COCC1. The product is [C:20]([C:22]1[CH:23]=[CH:24][C:25]([C:26]([NH:28][NH:29][C:14](=[O:16])[C@H:13]([NH:12][C:6]2[C:7]3[CH:11]=[CH:10][S:9][C:8]=3[C:3]([C:1]#[N:2])=[CH:4][CH:5]=2)[C@@H:17]([OH:19])[CH3:18])=[O:27])=[CH:30][CH:31]=1)#[N:21]. The yield is 0.680. (4) The reactants are [N-:1]=[N+:2]=[N-:3].[Na+].[CH:5]12[O:11][CH:10]1[CH2:9][O:8][CH2:7][CH2:6]2.[Cl-].[NH4+]. The catalyst is CO.O. The product is [N:1]([C@@H:5]1[CH2:6][CH2:7][O:8][CH2:9][C@H:10]1[OH:11])=[N+:2]=[N-:3]. The yield is 0.410. (5) The reactants are F[C:2]1[CH:3]=[C:4]([CH:11]=[CH:12][C:13]=1[N+:14]([O-:16])=[O:15])[O:5][CH2:6][CH2:7][N:8]([CH3:10])[CH3:9].[C:17]1([OH:23])[CH:22]=[CH:21][CH:20]=[CH:19][CH:18]=1.C(=O)([O-])[O-].[K+].[K+]. The catalyst is CN(C=O)C. The product is [CH3:9][N:8]([CH3:10])[CH2:7][CH2:6][O:5][C:4]1[CH:11]=[CH:12][C:13]([N+:14]([O-:16])=[O:15])=[C:2]([O:23][C:17]2[CH:22]=[CH:21][CH:20]=[CH:19][CH:18]=2)[CH:3]=1. The yield is 0.840.